Task: Predict the reactants needed to synthesize the given product.. Dataset: Full USPTO retrosynthesis dataset with 1.9M reactions from patents (1976-2016) (1) Given the product [CH2:25]([N:13]1[CH2:14][CH2:15][N:16]([CH2:18][C:19]2[CH:24]=[CH:23][CH:22]=[CH:21][CH:20]=2)[CH2:17][CH:12]1[CH2:10][OH:9])[C:26]1[CH:27]=[CH:28][CH:29]=[CH:30][CH:31]=1, predict the reactants needed to synthesize it. The reactants are: [H-].[Al+3].[Li+].[H-].[H-].[H-].C([O:9][C:10]([CH:12]1[CH2:17][N:16]([CH2:18][C:19]2[CH:24]=[CH:23][CH:22]=[CH:21][CH:20]=2)[CH2:15][CH2:14][N:13]1[CH2:25][C:26]1[CH:31]=[CH:30][CH:29]=[CH:28][CH:27]=1)=O)C. (2) Given the product [CH3:23][O:24][C:25](=[O:40])[C:26]1[CH:31]=[C:30]([Cl:32])[C:29]([O:33][CH3:34])=[CH:28][C:27]=1[O:35][CH2:36][CH2:37][CH2:38][N:11]1[CH2:12][CH2:13][C:8]([C:5]2[CH:6]=[CH:7][C:2]([Cl:1])=[CH:3][CH:4]=2)([OH:16])[C:9]([CH3:14])([CH3:15])[CH2:10]1, predict the reactants needed to synthesize it. The reactants are: [Cl:1][C:2]1[CH:7]=[CH:6][C:5]([C:8]2([OH:16])[CH2:13][CH2:12][NH:11][CH2:10][C:9]2([CH3:15])[CH3:14])=[CH:4][CH:3]=1.C(=O)([O-])[O-].[K+].[K+].[CH3:23][O:24][C:25](=[O:40])[C:26]1[CH:31]=[C:30]([Cl:32])[C:29]([O:33][CH3:34])=[CH:28][C:27]=1[O:35][CH2:36][CH2:37][CH2:38]Br. (3) Given the product [N+:13]([C:12]1[C:4]([N+:1]([O-:3])=[O:2])=[CH:5][C:6]2[O:10][CH2:9][O:8][C:7]=2[CH:11]=1)([O-:15])=[O:14], predict the reactants needed to synthesize it. The reactants are: [N+:1]([C:4]1[CH:12]=[CH:11][C:7]2[O:8][CH2:9][O:10][C:6]=2[CH:5]=1)([O-:3])=[O:2].[N+:13]([O-])([OH:15])=[O:14]. (4) Given the product [C:2]1([CH3:1])[CH:7]=[CH:6][C:5]([CH:8]=[O:9])=[CH:4][CH:3]=1.[CH3:27][C:24]1[CH:25]=[CH:26][C:21]([CH2:20][OH:19])=[CH:22][CH:23]=1, predict the reactants needed to synthesize it. The reactants are: [CH3:1][C:2]1[CH:3]=[CH:4][C:5]([C:8](O)=[O:9])=[CH:6][CH:7]=1.C1(C)C(C([O:19][CH2:20][C:21]2[CH:26]=[CH:25][C:24]([CH3:27])=[CH:23][CH:22]=2)=O)=CC=CC=1. (5) Given the product [NH:15]1[C:16]2[C:12](=[CH:11][CH:10]=[C:9]([NH:8][C:6]([C:5]3[C:4]([N:21]4[CH2:26][CH2:25][N:24]([CH3:27])[CH2:23][CH2:22]4)=[CH:3][C:2]4[NH:1][C:28]([SH:29])=[N:20][C:19]=4[CH:18]=3)=[O:7])[CH:17]=2)[CH:13]=[N:14]1, predict the reactants needed to synthesize it. The reactants are: [NH2:1][C:2]1[C:19]([NH2:20])=[CH:18][C:5]([C:6]([NH:8][C:9]2[CH:17]=[C:16]3[C:12]([CH:13]=[N:14][NH:15]3)=[CH:11][CH:10]=2)=[O:7])=[C:4]([N:21]2[CH2:26][CH2:25][N:24]([CH3:27])[CH2:23][CH2:22]2)[CH:3]=1.[C:28](C1NC=CN=1)(C1NC=CN=1)=[S:29]. (6) Given the product [CH2:11]([O:13][C:14](=[O:20])[CH:15]=[CH:16][C:17]([O:8][CH2:7][CH2:6][O:5][CH2:4][CH2:3][N:2]([CH3:9])[CH3:1])=[O:18])[CH3:12], predict the reactants needed to synthesize it. The reactants are: [CH3:1][N:2]([CH3:9])[CH2:3][CH2:4][O:5][CH2:6][CH2:7][OH:8].[Cl-].[CH2:11]([O:13][C:14](=[O:20])/[CH:15]=[CH:16]/[C:17](O)=[O:18])[CH3:12].C([O-])(O)=O.[Na+]. (7) Given the product [CH3:1][O:2][C:3]1[CH:8]=[C:7]([O:9][CH3:10])[CH:6]=[CH:5][C:4]=1[C:11]1[N:19]2[C:14]([CH:15]=[N:16][C:17]([NH:51][C:52]3[CH:57]=[CH:56][C:55]([CH:58]4[CH2:63][CH2:62][N:61]([CH2:64][C:65]([NH2:67])=[O:66])[CH2:60][CH2:59]4)=[CH:54][C:53]=3[O:68][CH3:69])=[N:18]2)=[CH:13][CH:12]=1.[F:41][C:40]([F:43])([F:42])[C:17]([OH:20])=[O:66], predict the reactants needed to synthesize it. The reactants are: [CH3:1][O:2][C:3]1[CH:8]=[C:7]([O:9][CH3:10])[CH:6]=[CH:5][C:4]=1[C:11]1[N:19]2[C:14]([CH:15]=[N:16][C:17]([OH:20])=[N:18]2)=[CH:13][CH:12]=1.C(N(CC)C(C)C)(C)C.C1C=CC(N(S([C:40]([F:43])([F:42])[F:41])(=O)=O)S([C:40]([F:43])([F:42])[F:41])(=O)=O)=CC=1.[NH2:51][C:52]1[CH:57]=[CH:56][C:55]([CH:58]2[CH2:63][CH2:62][N:61]([CH2:64][C:65]([NH2:67])=[O:66])[CH2:60][CH2:59]2)=[CH:54][C:53]=1[O:68][CH3:69]. (8) Given the product [F:2][C:3]1[CH:8]=[C:7]([F:9])[CH:6]=[CH:5][C:4]=1[C:10]1[O:14][N:13]=[C:12]([CH:15]2[CH2:20][CH2:19][CH2:18][N:17]([C:26]([C:25]3[CH:29]=[CH:30][C:22]([F:21])=[CH:23][CH:24]=3)=[O:27])[CH2:16]2)[N:11]=1, predict the reactants needed to synthesize it. The reactants are: Cl.[F:2][C:3]1[CH:8]=[C:7]([F:9])[CH:6]=[CH:5][C:4]=1[C:10]1[O:14][N:13]=[C:12]([CH:15]2[CH2:20][CH2:19][CH2:18][NH:17][CH2:16]2)[N:11]=1.[F:21][C:22]1[CH:30]=[CH:29][C:25]([C:26](Cl)=[O:27])=[CH:24][CH:23]=1. (9) Given the product [F:29]/[C:15](/[C:11]1[CH:12]=[C:13]([CH3:14])[N:9]([CH2:8][C:5]2[CH:6]=[CH:7][C:2]([NH:31][CH3:30])=[N:3][CH:4]=2)[N:10]=1)=[CH:16]\[C:17]1[CH:22]=[CH:21][C:20]([O:23][C:24]([F:27])([F:26])[F:25])=[C:19]([F:28])[CH:18]=1, predict the reactants needed to synthesize it. The reactants are: Cl[C:2]1[CH:7]=[CH:6][C:5]([CH2:8][N:9]2[C:13]([CH3:14])=[CH:12][C:11](/[C:15](/[F:29])=[CH:16]/[C:17]3[CH:22]=[CH:21][C:20]([O:23][C:24]([F:27])([F:26])[F:25])=[C:19]([F:28])[CH:18]=3)=[N:10]2)=[CH:4][N:3]=1.[CH3:30][NH2:31].